Dataset: Forward reaction prediction with 1.9M reactions from USPTO patents (1976-2016). Task: Predict the product of the given reaction. (1) Given the reactants Cl.N1C=CC=CC=1.C[O:9][C:10]1[CH:11]=[C:12]2[C:16](=[CH:17][CH:18]=1)[C:15](=[O:19])[CH:14]([C:20]1[CH:25]=[CH:24][C:23]([O:26]C)=[CH:22][CH:21]=1)[C:13]2=[O:28], predict the reaction product. The product is: [OH:9][C:10]1[CH:11]=[C:12]2[C:16](=[CH:17][CH:18]=1)[C:15](=[O:19])[CH:14]([C:20]1[CH:25]=[CH:24][C:23]([OH:26])=[CH:22][CH:21]=1)[C:13]2=[O:28]. (2) Given the reactants Cl[C:2]1[C:7]([C:8]#[N:9])=[C:6]([C:10]2[CH:15]=[CH:14][C:13]([O:16][CH2:17][CH2:18][OH:19])=[CH:12][CH:11]=2)[C:5]([C:20]#[N:21])=[C:4]([S:22][CH2:23][C:24]2[N:25]=[C:26]([C:29]3[CH:34]=[CH:33][C:32]([Cl:35])=[CH:31][CH:30]=3)[S:27][CH:28]=2)[N:3]=1.[CH:36]([NH2:39])([CH3:38])[CH3:37].O, predict the reaction product. The product is: [Cl:35][C:32]1[CH:31]=[CH:30][C:29]([C:26]2[S:27][CH:28]=[C:24]([CH2:23][S:22][C:4]3[C:5]([C:20]#[N:21])=[C:6]([C:10]4[CH:11]=[CH:12][C:13]([O:16][CH2:17][CH2:18][OH:19])=[CH:14][CH:15]=4)[C:7]([C:8]#[N:9])=[C:2]([NH:39][CH:36]([CH3:38])[CH3:37])[N:3]=3)[N:25]=2)=[CH:34][CH:33]=1. (3) Given the reactants [CH3:1][N:2]1[CH2:7][CH2:6][N:5]([CH2:8][CH2:9][CH2:10][NH2:11])[CH2:4][CH2:3]1.[Cl:12][C:13]1[CH:18]=[CH:17][N:16]=[C:15]2[CH:19]=[C:20]([C:22]([O-])=[O:23])[S:21][C:14]=12.[Li+], predict the reaction product. The product is: [CH3:1][N:2]1[CH2:7][CH2:6][N:5]([CH2:8][CH2:9][CH2:10][NH:11][C:22]([C:20]2[S:21][C:14]3[C:15](=[N:16][CH:17]=[CH:18][C:13]=3[Cl:12])[CH:19]=2)=[O:23])[CH2:4][CH2:3]1. (4) The product is: [F:1][C:2]1[CH:7]=[C:6]([CH:5]=[CH:4][C:3]=1[N:11]1[CH:15]=[CH:14][C:13]([C:16]2[CH:21]=[CH:20][CH:19]=[CH:18][N:17]=2)=[N:12]1)[NH2:8]. Given the reactants [F:1][C:2]1[CH:7]=[C:6]([N+:8]([O-])=O)[CH:5]=[CH:4][C:3]=1[N:11]1[CH:15]=[CH:14][C:13]([C:16]2[CH:21]=[CH:20][CH:19]=[CH:18][N:17]=2)=[N:12]1.[H][H], predict the reaction product. (5) Given the reactants [CH3:1][C:2]1[CH:3]=[C:4]([NH:16][C:17]2[C:26]3[C:21](=[CH:22][CH:23]=[CH:24][C:25]=3[O:27][CH2:28][C@H:29]3[CH2:34][N:33]([CH3:35])[CH2:32][CH2:31][NH:30]3)[N:20]=[CH:19][N:18]=2)[CH:5]=[CH:6][C:7]=1[O:8][C:9]1[CH:10]=[N:11][C:12]([CH3:15])=[CH:13][CH:14]=1.[C:36](O)(=[O:39])[CH2:37][OH:38].C(N(C(C)C)CC)(C)C.CN(C(ON1N=NC2C=CC=NC1=2)=[N+](C)C)C.F[P-](F)(F)(F)(F)F, predict the reaction product. The product is: [CH3:35][N:33]1[CH2:32][CH2:31][N:30]([C:37](=[O:38])[CH2:36][OH:39])[C@@H:29]([CH2:28][O:27][C:25]2[CH:24]=[CH:23][CH:22]=[C:21]3[C:26]=2[C:17]([NH:16][C:4]2[CH:5]=[CH:6][C:7]([O:8][C:9]4[CH:10]=[N:11][C:12]([CH3:15])=[CH:13][CH:14]=4)=[C:2]([CH3:1])[CH:3]=2)=[N:18][CH:19]=[N:20]3)[CH2:34]1.